This data is from Forward reaction prediction with 1.9M reactions from USPTO patents (1976-2016). The task is: Predict the product of the given reaction. (1) Given the reactants [Br:1]Br.[N:3]1[C:8]2[NH:9][C:10]3[C:15]([C:7]=2[CH:6]=[CH:5][CH:4]=1)=[CH:14][C:13]([C:16]([O:18][CH3:19])=[O:17])=[CH:12][CH:11]=3.C(=O)([O-])[O-].[K+].[K+], predict the reaction product. The product is: [Br:1][C:5]1[CH:4]=[N:3][C:8]2[NH:9][C:10]3[C:15]([C:7]=2[CH:6]=1)=[CH:14][C:13]([C:16]([O:18][CH3:19])=[O:17])=[CH:12][CH:11]=3. (2) Given the reactants [O:1]([CH2:8][C:9]1[CH:10]=[C:11]([CH:16]=[C:17]([CH2:19][O:20][C:21]2[CH:26]=[CH:25][CH:24]=[CH:23][CH:22]=2)[CH:18]=1)[C:12]([O:14]C)=[O:13])[C:2]1[CH:7]=[CH:6][CH:5]=[CH:4][CH:3]=1.[OH-].[Na+].CO, predict the reaction product. The product is: [O:1]([CH2:8][C:9]1[CH:10]=[C:11]([CH:16]=[C:17]([CH2:19][O:20][C:21]2[CH:26]=[CH:25][CH:24]=[CH:23][CH:22]=2)[CH:18]=1)[C:12]([OH:14])=[O:13])[C:2]1[CH:3]=[CH:4][CH:5]=[CH:6][CH:7]=1. (3) Given the reactants [C:1]1([C:7]#[C:8][C:9]2[CH:23]=[CH:22][C:12]3[N:13]=[C:14]([NH:16][C:17]([NH:19][CH2:20][CH3:21])=[O:18])[S:15][C:11]=3[CH:10]=2)[CH:6]=[CH:5][CH:4]=[CH:3][CH:2]=1, predict the reaction product. The product is: [C:1]1(/[CH:7]=[CH:8]\[C:9]2[CH:23]=[CH:22][C:12]3[N:13]=[C:14]([NH:16][C:17]([NH:19][CH2:20][CH3:21])=[O:18])[S:15][C:11]=3[CH:10]=2)[CH:2]=[CH:3][CH:4]=[CH:5][CH:6]=1. (4) The product is: [CH2:5]([N:7]([CH2:8][CH3:9])[P:2]([Cl:4])[N:7]([CH2:8][CH3:9])[CH2:5][CH3:6])[CH3:6]. Given the reactants Cl[P:2]([Cl:4])Cl.[CH2:5]([NH:7][CH2:8][CH3:9])[CH3:6], predict the reaction product.